From a dataset of Rat liver microsome stability data. Regression/Classification. Given a drug SMILES string, predict its absorption, distribution, metabolism, or excretion properties. Task type varies by dataset: regression for continuous measurements (e.g., permeability, clearance, half-life) or binary classification for categorical outcomes (e.g., BBB penetration, CYP inhibition). Dataset: rlm. The compound is CCC[C@@H]1CN(C(=O)c2ccc(-c3ccc(C)o3)cc2)C[C@H]1NC(C)=O. The result is 1 (stable in rat liver microsomes).